From a dataset of Full USPTO retrosynthesis dataset with 1.9M reactions from patents (1976-2016). Predict the reactants needed to synthesize the given product. (1) Given the product [C:25]([C:22]1[CH:23]=[CH:24][C:19]([CH2:18][N:10]2[CH:9]=[C:6]3[C:7](=[O:8])[N:2]([CH3:1])[C:3]4[N:4]([CH2:12][C:13]([CH3:16])([CH3:15])[N:14]=4)[C:5]3=[N:11]2)=[CH:20][CH:21]=1)(=[O:27])[CH3:26], predict the reactants needed to synthesize it. The reactants are: [CH3:1][N:2]1[C:7](=[O:8])[C:6]2=[CH:9][NH:10][N:11]=[C:5]2[N:4]2[CH2:12][C:13]([CH3:16])([CH3:15])[N:14]=[C:3]12.Br[CH2:18][C:19]1[CH:24]=[CH:23][C:22]([C:25](=[O:27])[CH3:26])=[CH:21][CH:20]=1.C([O-])([O-])=O.[K+].[K+]. (2) Given the product [Cl:1][C:2]1[CH:25]=[CH:24][C:5]([CH2:6][S:7]([C:10]2[CH:11]=[C:12]([C:15]3[C:17]4[C:18](=[N:19][CH:20]=[CH:21][CH:22]=4)[NH:28][N:27]=3)[NH:13][CH:14]=2)(=[O:9])=[O:8])=[CH:4][CH:3]=1, predict the reactants needed to synthesize it. The reactants are: [Cl:1][C:2]1[CH:25]=[CH:24][C:5]([CH2:6][S:7]([C:10]2[CH:11]=[C:12]([C:15]([C:17]3[C:18](Cl)=[N:19][CH:20]=[CH:21][CH:22]=3)=O)[NH:13][CH:14]=2)(=[O:9])=[O:8])=[CH:4][CH:3]=1.O.[NH2:27][NH2:28].O. (3) Given the product [CH2:1]([C:4]1[C:13]([N:14]([C@H:15]2[CH2:20][CH2:19][C@H:18]([NH:21][C:22]([O:24][C:25]([CH3:28])([CH3:27])[CH3:26])=[O:23])[CH2:17][CH2:16]2)[CH2:29][CH3:30])=[CH:12][CH:11]=[CH:10][C:5]=1[C:6]([O:8][CH3:9])=[O:7])[CH:2]=[CH2:3], predict the reactants needed to synthesize it. The reactants are: [CH2:1]([C:4]1[C:13]([NH:14][C@H:15]2[CH2:20][CH2:19][C@H:18]([NH:21][C:22]([O:24][C:25]([CH3:28])([CH3:27])[CH3:26])=[O:23])[CH2:17][CH2:16]2)=[CH:12][CH:11]=[CH:10][C:5]=1[C:6]([O:8][CH3:9])=[O:7])[CH:2]=[CH2:3].[CH:29](=O)[CH3:30].CC(O)=O.[BH-](OC(C)=O)(OC(C)=O)OC(C)=O.[Na+]. (4) Given the product [F:50][C:51]1[CH:59]=[C:58]2[C:54]([C:55]([C:60]3[CH:61]=[N:62][N:63]([CH:65]4[CH2:70][CH2:69][N:68]([C:13](=[O:15])[C@@H:9]([NH:8][C:1](=[O:2])[O:3][C:4]([CH3:5])([CH3:6])[CH3:7])[CH:10]([CH3:11])[CH3:12])[CH2:67][CH2:66]4)[CH:64]=3)=[CH:56][NH:57]2)=[CH:53][CH:52]=1, predict the reactants needed to synthesize it. The reactants are: [C:1]([NH:8][C@H:9]([C:13]([OH:15])=O)[CH:10]([CH3:12])[CH3:11])([O:3][C:4]([CH3:7])([CH3:6])[CH3:5])=[O:2].CCN(C(C)C)C(C)C.CN(C(ON1N=NC2C=CC=NC1=2)=[N+](C)C)C.F[P-](F)(F)(F)(F)F.Cl.[F:50][C:51]1[CH:59]=[C:58]2[C:54]([C:55]([C:60]3[CH:61]=[N:62][N:63]([CH:65]4[CH2:70][CH2:69][NH:68][CH2:67][CH2:66]4)[CH:64]=3)=[CH:56][NH:57]2)=[CH:53][CH:52]=1.